Dataset: Forward reaction prediction with 1.9M reactions from USPTO patents (1976-2016). Task: Predict the product of the given reaction. Given the reactants [C:1]([O:5][C:6]([N:8]1[CH2:13][CH2:12][CH:11]([NH2:14])[CH:10]([N:15]=[N+:16]=[N-:17])[CH2:9]1)=[O:7])([CH3:4])([CH3:3])[CH3:2].CCN(C(C)C)C(C)C.[Cl:27][C:28]1[C:32]([Cl:33])=[C:31]([CH3:34])[NH:30][C:29]=1[C:35](Cl)=[O:36], predict the reaction product. The product is: [C:1]([O:5][C:6]([N:8]1[CH2:13][CH2:12][C@H:11]([NH:14][C:35]([C:29]2[NH:30][C:31]([CH3:34])=[C:32]([Cl:33])[C:28]=2[Cl:27])=[O:36])[C@H:10]([N:15]=[N+:16]=[N-:17])[CH2:9]1)=[O:7])([CH3:4])([CH3:2])[CH3:3].